Task: Predict the product of the given reaction.. Dataset: Forward reaction prediction with 1.9M reactions from USPTO patents (1976-2016) Given the reactants BrC=CBr.C1(O)C=CC=CC=1.Br[C:13](Br)=[CH:14][C:15]1[CH:16]=[CH:17][C:18]([O:22][CH3:23])=[C:19]([OH:21])[CH:20]=1.C([SnH](CCCC)CCCC)CCC.[CH3:38][O:39][C:40]1[CH:41]=[C:42](B(O)O)[CH:43]=[C:44]([O:48][CH3:49])[C:45]=1[O:46][CH3:47].C(=O)([O-])[O-].[Na+].[Na+], predict the reaction product. The product is: [CH3:23][O:22][C:18]1[CH:17]=[CH:16][C:15](/[CH:14]=[CH:13]\[C:42]2[CH:43]=[C:44]([O:48][CH3:49])[C:45]([O:46][CH3:47])=[C:40]([O:39][CH3:38])[CH:41]=2)=[CH:20][C:19]=1[OH:21].